This data is from Full USPTO retrosynthesis dataset with 1.9M reactions from patents (1976-2016). The task is: Predict the reactants needed to synthesize the given product. (1) The reactants are: [ClH:1].[NH2:2][C:3]1[C:4]2[C:5]3[C:6](=[N:18][N:19]([CH2:21][C:22]4[C:27]([Cl:28])=[C:26]([O:29][CH3:30])[C:25]([CH3:31])=[CH:24][N:23]=4)[N:20]=2)[CH:7]=[C:8]([CH2:13][C:14]([NH:16][CH3:17])=[O:15])[C:9]=3[CH2:10][S:11][N:12]=1. Given the product [ClH:28].[ClH:1].[NH2:2][C:3]1[C:4]2[C:5]3[C:6](=[N:18][N:19]([CH2:21][C:22]4[C:27]([Cl:28])=[C:26]([O:29][CH3:30])[C:25]([CH3:31])=[CH:24][N:23]=4)[N:20]=2)[CH:7]=[C:8]([CH2:13][C:14]([NH:16][CH3:17])=[O:15])[C:9]=3[CH2:10][S:11][N:12]=1, predict the reactants needed to synthesize it. (2) Given the product [N:1]1([CH2:6][CH2:7][O:8][C:9]2[CH:10]=[CH:11][C:12]([NH:15][C:29](=[O:30])[C:28]#[C:27][C:18]3[CH:19]=[CH:20][C:21]([C:23]([F:25])([F:24])[F:26])=[CH:22][C:17]=3[Cl:16])=[CH:13][CH:14]=2)[CH:5]=[CH:4][CH:3]=[N:2]1, predict the reactants needed to synthesize it. The reactants are: [N:1]1([CH2:6][CH2:7][O:8][C:9]2[CH:14]=[CH:13][C:12]([NH2:15])=[CH:11][CH:10]=2)[CH:5]=[CH:4][CH:3]=[N:2]1.[Cl:16][C:17]1[CH:22]=[C:21]([C:23]([F:26])([F:25])[F:24])[CH:20]=[CH:19][C:18]=1[C:27]#[C:28][C:29](O)=[O:30]. (3) Given the product [C:18]([NH:1][CH:2]([C:7]([C:9]1[CH:14]=[CH:13][CH:12]=[C:11]([CH2:15][O:16][CH3:17])[CH:10]=1)=[O:8])[C:3]([O:5][CH3:6])=[O:4])(=[O:20])[CH3:19], predict the reactants needed to synthesize it. The reactants are: [NH2:1][CH:2]([C:7]([C:9]1[CH:14]=[CH:13][CH:12]=[C:11]([CH2:15][O:16][CH3:17])[CH:10]=1)=[O:8])[C:3]([O:5][CH3:6])=[O:4].[C:18]([O-])(=[O:20])[CH3:19].[Na+].C(OC(=O)C)(=O)C. (4) Given the product [F:1][C:2]1[C:7]([S:8]([CH3:11])(=[O:10])=[O:9])=[CH:6][CH:5]=[CH:4][C:3]=1[CH:12]1[CH2:17][CH2:16][N:15]([CH3:18])[CH2:14][CH2:13]1, predict the reactants needed to synthesize it. The reactants are: [F:1][C:2]1[C:7]([S:8]([CH3:11])(=[O:10])=[O:9])=[CH:6][CH:5]=[CH:4][C:3]=1[CH:12]1[CH2:17][CH2:16][NH:15][CH2:14][CH2:13]1.[C:18](=O)([O-])[O-].[K+].[K+].IC. (5) Given the product [CH3:16][CH:17]([C:21]1[CH:22]=[CH:23][C:24]([C:25]([NH:15][CH2:14][CH2:13][C:10]2[CH:11]=[CH:12][C:7]([CH2:6][N:1]3[CH2:5][CH2:4][CH2:3][CH2:2]3)=[CH:8][CH:9]=2)=[O:26])=[CH:28][CH:29]=1)[CH2:18][CH2:19][CH3:20], predict the reactants needed to synthesize it. The reactants are: [N:1]1([CH2:6][C:7]2[CH:12]=[CH:11][C:10]([CH2:13][CH2:14][NH2:15])=[CH:9][CH:8]=2)[CH2:5][CH2:4][CH2:3][CH2:2]1.[CH3:16][CH:17]([C:21]1[CH:29]=[CH:28][C:24]([C:25](O)=[O:26])=[CH:23][CH:22]=1)[CH2:18][CH2:19][CH3:20]. (6) Given the product [Br:1][C:2]1[CH:7]=[CH:6][C:5]([Br:8])=[CH:4][C:3]=1[S:9]([OH:12])(=[O:11])=[O:10], predict the reactants needed to synthesize it. The reactants are: [Br:1][C:2]1[CH:7]=[CH:6][C:5]([Br:8])=[CH:4][CH:3]=1.[S:9](=O)(=[O:12])([OH:11])[OH:10].[OH-].[Na+].[Na]. (7) Given the product [CH3:13][S:12][C:8]1[N:9]=[CH:10][C:11]2[CH:2]=[N:3][CH:4]=[CH:5][C:6]=2[N:7]=1, predict the reactants needed to synthesize it. The reactants are: Cl[C:2]1[C:11]2[CH:10]=[N:9][C:8]([S:12][CH3:13])=[N:7][C:6]=2[CH:5]=[CH:4][N:3]=1.C([O-])=O.[NH4+]. (8) The reactants are: [O:1]1[C:5]2[CH:6]=[CH:7][CH:8]=[CH:9][C:4]=2[CH:3]=[C:2]1[S:10]([NH:13][C:14]1[CH:19]=[C:18]([Cl:20])[CH:17]=[CH:16][C:15]=1[S:21][CH2:22][C:23]1[N:24]=[C:25]([NH:28]C(=O)OC(C)(C)C)[S:26][CH:27]=1)(=[O:12])=[O:11].C(O)(C(F)(F)F)=O. Given the product [NH2:28][C:25]1[S:26][CH:27]=[C:23]([CH2:22][S:21][C:15]2[CH:16]=[CH:17][C:18]([Cl:20])=[CH:19][C:14]=2[NH:13][S:10]([C:2]2[O:1][C:5]3[CH:6]=[CH:7][CH:8]=[CH:9][C:4]=3[CH:3]=2)(=[O:12])=[O:11])[N:24]=1, predict the reactants needed to synthesize it.